Task: Predict which catalyst facilitates the given reaction.. Dataset: Catalyst prediction with 721,799 reactions and 888 catalyst types from USPTO (1) Reactant: [NH2:1][C:2]1[CH:32]=[CH:31][C:5]([C:6]([N:8]2[CH2:13][CH2:12][N:11]([CH2:14][C:15]3[CH:16]=[C:17]([CH:25]=[CH:26][CH:27]=3)[C:18]([NH:20][C:21]([CH3:24])([CH3:23])[CH3:22])=[O:19])[C@@H:10]([CH:28]([CH3:30])[CH3:29])[CH2:9]2)=[O:7])=[CH:4][C:3]=1[F:33].Cl[C:35](OC1C=CC([N+]([O-])=O)=CC=1)=[O:36].[CH2:47]([NH2:51])[CH:48]([CH3:50])[CH3:49]. Product: [C:21]([NH:20][C:18](=[O:19])[C:17]1[CH:25]=[CH:26][CH:27]=[C:15]([CH2:14][N:11]2[CH2:12][CH2:13][N:8]([C:6](=[O:7])[C:5]3[CH:31]=[CH:32][C:2]([NH:1][C:35]([NH:51][CH2:47][CH:48]([CH3:50])[CH3:49])=[O:36])=[C:3]([F:33])[CH:4]=3)[CH2:9][C@@H:10]2[CH:28]([CH3:29])[CH3:30])[CH:16]=1)([CH3:22])([CH3:23])[CH3:24]. The catalyst class is: 4. (2) Reactant: [C:1]([O:7][C:8]1[C:13](=[O:14])[N:12]([CH:15]([CH3:17])[CH3:16])[C:11](=[O:18])[N:10]2[CH:19]([CH2:32][CH2:33][O:34]CC3C=CC=CC=3)[CH2:20][N:21]([CH2:24][C:25]3[CH:30]=[CH:29][C:28]([F:31])=[CH:27][CH:26]=3)[C:22](=[O:23])[C:9]=12)(=[O:6])[C:2]([CH3:5])([CH3:4])[CH3:3].[H][H]. Product: [C:1]([O:7][C:8]1[C:13](=[O:14])[N:12]([CH:15]([CH3:17])[CH3:16])[C:11](=[O:18])[N:10]2[CH:19]([CH2:32][CH2:33][OH:34])[CH2:20][N:21]([CH2:24][C:25]3[CH:26]=[CH:27][C:28]([F:31])=[CH:29][CH:30]=3)[C:22](=[O:23])[C:9]=12)(=[O:6])[C:2]([CH3:5])([CH3:4])[CH3:3]. The catalyst class is: 13. (3) Reactant: [CH2:1]([O:3][C:4]([C:6]1[CH:11]=[CH:10][C:9](=[O:12])[NH:8][C:7]=1[C:13]([F:16])([F:15])[F:14])=[O:5])[CH3:2].[Br:17]N1C(=O)CCC1=O. Product: [CH2:1]([O:3][C:4]([C:6]1[CH:11]=[C:10]([Br:17])[C:9](=[O:12])[NH:8][C:7]=1[C:13]([F:16])([F:14])[F:15])=[O:5])[CH3:2]. The catalyst class is: 7. (4) Reactant: [Cl:1][C:2]1[S:6][C:5]([C:7]([OH:9])=O)=[CH:4][CH:3]=1.C(=O)([O-])[O-].[Na+].[Na+].Cl.[NH2:17][CH2:18][C@@H:19]1[O:23][C:22](=[O:24])[N:21]([C:25]2[CH:30]=[CH:29][C:28]([N:31]3[CH2:36][CH2:35][O:34][CH2:33][C:32]3=[O:37])=[CH:27][CH:26]=2)[CH2:20]1.O. Product: [CH:29]1[C:28]([N:31]2[C:32](=[O:37])[CH2:33][O:34][CH2:35][CH2:36]2)=[CH:27][CH:26]=[C:25]([N:21]2[C:22](=[O:24])[O:23][C@@H:19]([CH2:18][NH:17][C:7]([C:5]3[S:6][C:2]([Cl:1])=[CH:3][CH:4]=3)=[O:9])[CH2:20]2)[CH:30]=1. The catalyst class is: 10. (5) Reactant: [NH2:1][C:2]1[C:7]([C:8]([F:11])([F:10])[F:9])=[CH:6][C:5]([C:12]2[CH:17]=[CH:16][CH:15]=[CH:14][C:13]=2[C:18]([F:21])([F:20])[F:19])=[CH:4][C:3]=1[NH:22][C:23]([C:25]1[CH2:29][C:28]2([CH2:34][CH2:33][CH2:32][CH2:31][CH2:30]2)[O:27][N:26]=1)=O.CC1(C)C2(CS(O)(=O)=O)C(CC1CC2)=O. Product: [F:11][C:8]([F:9])([F:10])[C:7]1[C:2]2[NH:1][C:23]([C:25]3[CH2:29][C:28]4([CH2:30][CH2:31][CH2:32][CH2:33][CH2:34]4)[O:27][N:26]=3)=[N:22][C:3]=2[CH:4]=[C:5]([C:12]2[CH:17]=[CH:16][CH:15]=[CH:14][C:13]=2[C:18]([F:19])([F:21])[F:20])[CH:6]=1. The catalyst class is: 12. (6) Reactant: [Cl:1][C:2]1[C:3]([F:13])=[C:4](/[CH:8]=[CH:9]/[C:10]([OH:12])=[O:11])[CH:5]=[CH:6][CH:7]=1.[CH3:14][Si](C=[N+]=[N-])(C)C. Product: [CH3:14][O:11][C:10](=[O:12])/[CH:9]=[CH:8]/[C:4]1[CH:5]=[CH:6][CH:7]=[C:2]([Cl:1])[C:3]=1[F:13]. The catalyst class is: 5. (7) Reactant: [NH2:1][C:2]1[CH:10]=[CH:9][CH:8]=[C:7]2[C:3]=1[CH:4]=[N:5][N:6]2[C:11]([O:13][CH3:14])=[O:12].[C:15](Cl)(Cl)=[O:16].[CH:19]12[N:26]([C:27]3[CH:34]=[CH:33][C:30]([CH2:31][NH2:32])=[C:29]([Cl:35])[CH:28]=3)[CH:23]([CH2:24][CH2:25]1)[CH2:22][CH2:21][CH2:20]2. Product: [CH:23]12[N:26]([C:27]3[CH:34]=[CH:33][C:30]([CH2:31][NH:32][C:15]([NH:1][C:2]4[CH:10]=[CH:9][CH:8]=[C:7]5[C:3]=4[CH:4]=[N:5][N:6]5[C:11]([O:13][CH3:14])=[O:12])=[O:16])=[C:29]([Cl:35])[CH:28]=3)[CH:19]([CH2:25][CH2:24]1)[CH2:20][CH2:21][CH2:22]2. The catalyst class is: 247. (8) Reactant: [CH3:1][N:2]1[CH:6]=[C:5]([CH3:7])[CH:4]=[N:3]1.C([Li])CCC.C(O[B:17]1[O:21][C:20]([CH3:23])([CH3:22])[C:19]([CH3:25])([CH3:24])[O:18]1)(C)C. Product: [CH3:1][N:2]1[C:6]([B:17]2[O:21][C:20]([CH3:23])([CH3:22])[C:19]([CH3:25])([CH3:24])[O:18]2)=[C:5]([CH3:7])[CH:4]=[N:3]1. The catalyst class is: 49. (9) Reactant: Br[C:2]1[CH:7]=[C:6]([Cl:8])[CH:5]=[C:4]([Br:9])[CH:3]=1.CC1(C)C(C)(C)OB([C:18]2[CH:19]=[N:20][CH:21]=[CH:22][CH:23]=2)O1.C([O-])([O-])=O.[K+].[K+]. Product: [Br:9][C:4]1[CH:3]=[C:2]([C:18]2[CH:19]=[N:20][CH:21]=[CH:22][CH:23]=2)[CH:7]=[C:6]([Cl:8])[CH:5]=1. The catalyst class is: 73.